This data is from Forward reaction prediction with 1.9M reactions from USPTO patents (1976-2016). The task is: Predict the product of the given reaction. (1) Given the reactants [NH2:1][C:2]1[CH:6]=[C:5]([Br:7])[S:4][C:3]=1[C:8]([NH2:10])=[O:9].[CH2:11]([N:13]([CH2:16][CH3:17])[CH2:14][CH3:15])[CH3:12].Br[CH:19](C)C(Cl)=O.N1CCCC1, predict the reaction product. The product is: [Br:7][C:5]1[S:4][C:3]2[C:8](=[O:9])[NH:10][C:12]([CH:11]([N:13]3[CH2:16][CH2:17][CH2:15][CH2:14]3)[CH3:19])=[N:1][C:2]=2[CH:6]=1. (2) Given the reactants Cl[CH2:2][CH2:3][C:4]([C:9]1[CH:14]=[CH:13][C:12]([F:15])=[CH:11][CH:10]=1)([OH:8])[CH2:5][CH:6]=[CH2:7].[CH3:16][N:17]1[CH2:22][CH2:21][N:20]([CH2:23][C:24]2[CH:29]=[CH:28][CH:27]=[CH:26][C:25]=2[CH2:30][NH2:31])[CH2:19][CH2:18]1.CCN(C(C)C)C(C)C.[CH3:41][C:42]([O:45][C:46](O[C:46]([O:45][C:42]([CH3:44])([CH3:43])[CH3:41])=[O:47])=[O:47])([CH3:44])[CH3:43], predict the reaction product. The product is: [F:15][C:12]1[CH:13]=[CH:14][C:9]([C:4]([OH:8])([CH2:5][CH:6]=[CH2:7])[CH2:3][CH2:2][N:31]([CH2:30][C:25]2[CH:26]=[CH:27][CH:28]=[CH:29][C:24]=2[CH2:23][N:20]2[CH2:21][CH2:22][N:17]([CH3:16])[CH2:18][CH2:19]2)[C:46](=[O:47])[O:45][C:42]([CH3:44])([CH3:43])[CH3:41])=[CH:10][CH:11]=1. (3) Given the reactants F[C:2]1[CH:7]=[CH:6][C:5]([N+:8]([O-:10])=[O:9])=[CH:4][CH:3]=1.[OH:11][C:12]1[CH:22]=[CH:21][CH:20]=[CH:19][C:13]=1[O:14][CH2:15][C:16]([OH:18])=[O:17].CC(C)([O-])C.[K+].CC(N(C)C)=O, predict the reaction product. The product is: [N+:8]([C:5]1[CH:6]=[CH:7][C:2]([O:11][C:12]2[CH:22]=[CH:21][CH:20]=[CH:19][C:13]=2[O:14][CH2:15][C:16]([OH:18])=[O:17])=[CH:3][CH:4]=1)([O-:10])=[O:9]. (4) Given the reactants [H-].[Na+].[NH2:3][C@H:4]([CH2:7][CH3:8])[CH2:5][OH:6].Cl[CH2:10][C:11](OCC)=[O:12].[Cl-].[NH4+], predict the reaction product. The product is: [CH2:7]([C@H:4]1[NH:3][C:11](=[O:12])[CH2:10][O:6][CH2:5]1)[CH3:8]. (5) Given the reactants O=[C:2]1[C:7]2[CH:8]=[CH:9][S:10][C:6]=2[CH2:5][CH2:4][CH:3]1[C:11]([O:13]C)=O.C(O)(=O)C.[CH:19]([NH2:21])=[NH:20], predict the reaction product. The product is: [N:20]1[C:2]2[C:7]3[CH:8]=[CH:9][S:10][C:6]=3[CH2:5][CH2:4][C:3]=2[C:11]([OH:13])=[N:21][CH:19]=1. (6) Given the reactants Cl.Cl.Cl.[O:4]1[C:8]2=[C:9]([N:13]3[CH2:18][CH2:17][N:16]([CH2:19][CH2:20][C@H:21]4[CH2:26][CH2:25][C@H:24]([NH2:27])[CH2:23][CH2:22]4)[CH2:15][CH2:14]3)[N:10]=[CH:11][CH:12]=[C:7]2[CH2:6][CH2:5]1.[O:28]1[CH2:33][CH2:32][O:31][CH2:30][C@H:29]1[CH2:34][C:35](O)=[O:36], predict the reaction product. The product is: [O:4]1[C:8]2=[C:9]([N:13]3[CH2:18][CH2:17][N:16]([CH2:19][CH2:20][C@H:21]4[CH2:26][CH2:25][C@H:24]([NH:27][C:35](=[O:36])[CH2:34][C@@H:29]5[CH2:30][O:31][CH2:32][CH2:33][O:28]5)[CH2:23][CH2:22]4)[CH2:15][CH2:14]3)[N:10]=[CH:11][CH:12]=[C:7]2[CH2:6][CH2:5]1.